This data is from Catalyst prediction with 721,799 reactions and 888 catalyst types from USPTO. The task is: Predict which catalyst facilitates the given reaction. (1) Reactant: [CH3:1][O:2][C:3]1[CH:4]=[C:5]([CH2:10][C:11](O)=[O:12])[CH:6]=[C:7]([CH3:9])[CH:8]=1.[CH2:14]([O:16][C:17](=[O:31])[CH:18]([C:21]1[CH:26]=[CH:25][C:24]([O:27][CH3:28])=[C:23]([O:29][CH3:30])[CH:22]=1)[CH2:19][NH2:20])[CH3:15].C(N(CC)CC)C.Cl.CN(C)CCCN=C=NCC. Product: [CH2:14]([O:16][C:17](=[O:31])[CH:18]([C:21]1[CH:26]=[CH:25][C:24]([O:27][CH3:28])=[C:23]([O:29][CH3:30])[CH:22]=1)[CH2:19][NH:20][C:11](=[O:12])[CH2:10][C:5]1[CH:6]=[C:7]([CH3:9])[CH:8]=[C:3]([O:2][CH3:1])[CH:4]=1)[CH3:15]. The catalyst class is: 124. (2) Product: [O:37]1[CH2:36][CH2:35][N:34]([C:32]([C:29]2[CH:30]=[CH:31][C:26]([NH:25][C:2]3[C:3]4[NH:15][N:14]=[CH:13][C:4]=4[N:5]=[C:6]([C:8]4[CH:12]=[CH:11][S:10][CH:9]=4)[N:7]=3)=[CH:27][CH:28]=2)=[O:33])[CH2:39][CH2:38]1. The catalyst class is: 71. Reactant: Cl[C:2]1[C:3]2[C:4](=[CH:13][N:14](CC3C=CC(OC)=CC=3)[N:15]=2)[N:5]=[C:6]([C:8]2[CH:12]=[CH:11][S:10][CH:9]=2)[N:7]=1.[NH2:25][C:26]1[CH:31]=[CH:30][C:29]([C:32]([N:34]2[CH2:39][CH2:38][O:37][CH2:36][CH2:35]2)=[O:33])=[CH:28][CH:27]=1.Cl.